From a dataset of Reaction yield outcomes from USPTO patents with 853,638 reactions. Predict the reaction yield, written as a fraction of the theoretical maximum amount of product (1.0 means a 100% yield; for example, 0.34 means a 34% yield). (1) The reactants are [Br:1][C:2]1[CH:3]=[CH:4][C:5]2[O:14][CH2:13][CH2:12][C:11]3[C:7](=[N:8][NH:9][CH:10]=3)[C:6]=2[CH:15]=1.[CH:16]([N:19]1[CH:23]=[N:22][N:21]=[C:20]1S(C)(=O)=O)([CH3:18])[CH3:17].C(=O)([O-])[O-].[Cs+].[Cs+]. The catalyst is C1COCC1. The product is [Br:1][C:2]1[CH:3]=[CH:4][C:5]2[O:14][CH2:13][CH2:12][C:11]3[C:7](=[N:8][N:9]([C:20]4[N:19]([CH:16]([CH3:18])[CH3:17])[CH:23]=[N:22][N:21]=4)[CH:10]=3)[C:6]=2[CH:15]=1. The yield is 0.430. (2) The reactants are [CH2:1]([O:3][C:4](=[O:22])[CH2:5][NH:6][CH2:7][CH2:8][NH:9][S:10]([C:13]1[S:14][C:15]2[CH:21]=[CH:20][CH:19]=[CH:18][C:16]=2[N:17]=1)(=[O:12])=[O:11])[CH3:2].[CH:23]([O:36][C:37]([NH:39][C:40]1[NH:41][C:42](=[O:53])[C:43]2[N:44]=[CH:45][N:46]([CH2:49][C:50](O)=[O:51])[C:47]=2[N:48]=1)=[O:38])([C:30]1[CH:35]=[CH:34][CH:33]=[CH:32][CH:31]=1)[C:24]1[CH:29]=[CH:28][CH:27]=[CH:26][CH:25]=1. No catalyst specified. The product is [CH2:1]([O:3][C:4](=[O:22])[CH2:5][N:6]([CH2:7][CH2:8][NH:9][S:10]([C:13]1[S:14][C:15]2[CH:21]=[CH:20][CH:19]=[CH:18][C:16]=2[N:17]=1)(=[O:12])=[O:11])[C:50](=[O:51])[CH2:49][N:46]1[CH:45]=[N:44][C:43]2[C:42](=[O:53])[NH:41][C:40]([NH:39][C:37]([O:36][CH:23]([C:30]3[CH:35]=[CH:34][CH:33]=[CH:32][CH:31]=3)[C:24]3[CH:29]=[CH:28][CH:27]=[CH:26][CH:25]=3)=[O:38])=[N:48][C:47]1=2)[CH3:2]. The yield is 0.700.